The task is: Predict the product of the given reaction.. This data is from Forward reaction prediction with 1.9M reactions from USPTO patents (1976-2016). (1) Given the reactants [OH:1][CH:2]1[CH2:7][CH2:6][N:5]([C:8]2[N:13]=[CH:12][C:11]([C:14]3[N:15]=[N:16][N:17]([CH2:19][C:20]([O:22][CH2:23][CH3:24])=[O:21])[N:18]=3)=[CH:10][N:9]=2)[CH2:4][CH2:3]1.[Cl:25][C:26]1[CH:31]=[CH:30][C:29]([Cl:32])=[CH:28][C:27]=1O.C1(P(C2C=CC=CC=2)C2C=CC=CC=2)C=CC=CC=1.N(C(OC(C)(C)C)=O)=NC(OC(C)(C)C)=O, predict the reaction product. The product is: [Cl:25][C:26]1[CH:31]=[CH:30][C:29]([Cl:32])=[CH:28][C:27]=1[O:1][CH:2]1[CH2:3][CH2:4][N:5]([C:8]2[N:9]=[CH:10][C:11]([C:14]3[N:15]=[N:16][N:17]([CH2:19][C:20]([O:22][CH2:23][CH3:24])=[O:21])[N:18]=3)=[CH:12][N:13]=2)[CH2:6][CH2:7]1. (2) Given the reactants [O:1]=[C:2]1[C:7]([CH2:8][C:9]2[CH:14]=[CH:13][C:12]([C:15]3[CH:20]=[CH:19][CH:18]=[CH:17][C:16]=3[C:21]3[NH:25][C:24](=[O:26])[O:23][N:22]=3)=[CH:11][CH:10]=2)=[C:6]([CH2:27][CH2:28][CH3:29])[N:5]2[N:30]=[CH:31][N:32]=[C:4]2[N:3]1[CH2:33][C:34]([O:36]C(C)(C)C)=[O:35].FC(F)(F)C(O)=O, predict the reaction product. The product is: [O:1]=[C:2]1[C:7]([CH2:8][C:9]2[CH:10]=[CH:11][C:12]([C:15]3[CH:20]=[CH:19][CH:18]=[CH:17][C:16]=3[C:21]3[NH:25][C:24](=[O:26])[O:23][N:22]=3)=[CH:13][CH:14]=2)=[C:6]([CH2:27][CH2:28][CH3:29])[N:5]2[N:30]=[CH:31][N:32]=[C:4]2[N:3]1[CH2:33][C:34]([OH:36])=[O:35]. (3) Given the reactants [OH:1][CH:2]1[CH2:7][CH2:6][CH2:5][N:4]([C:8]([O:10][C:11]([CH3:14])([CH3:13])[CH3:12])=[O:9])[CH2:3]1.[S:15](Cl)([C:18]1[CH:24]=[CH:23][C:21]([CH3:22])=[CH:20][CH:19]=1)(=[O:17])=[O:16], predict the reaction product. The product is: [S:15]([O:1][CH:2]1[CH2:7][CH2:6][CH2:5][N:4]([C:8]([O:10][C:11]([CH3:14])([CH3:13])[CH3:12])=[O:9])[CH2:3]1)([C:18]1[CH:24]=[CH:23][C:21]([CH3:22])=[CH:20][CH:19]=1)(=[O:17])=[O:16].